This data is from Reaction yield outcomes from USPTO patents with 853,638 reactions. The task is: Predict the reaction yield, written as a fraction of the theoretical maximum amount of product (1.0 means a 100% yield; for example, 0.34 means a 34% yield). (1) The product is [CH3:13][C:12]1[C:2]([C:19]2[O:20][CH:21]=[CH:22][N:23]=2)=[C:3]([CH:9]=[CH:10][CH:11]=1)[C:4]([O:6][CH2:7][CH3:8])=[O:5]. The catalyst is COCCOC.[Cu]I.C1C=CC([P]([Pd]([P](C2C=CC=CC=2)(C2C=CC=CC=2)C2C=CC=CC=2)([P](C2C=CC=CC=2)(C2C=CC=CC=2)C2C=CC=CC=2)[P](C2C=CC=CC=2)(C2C=CC=CC=2)C2C=CC=CC=2)(C2C=CC=CC=2)C2C=CC=CC=2)=CC=1. The yield is 0.670. The reactants are I[C:2]1[C:12]([CH3:13])=[CH:11][CH:10]=[CH:9][C:3]=1[C:4]([O:6][CH2:7][CH3:8])=[O:5].C([Sn](CCCC)(CCCC)[C:19]1[O:20][CH:21]=[CH:22][N:23]=1)CCC. (2) The reactants are [OH:1][CH2:2][C:3]1[CH:13]=[CH:12][C:6]([O:7][CH2:8][C:9]([OH:11])=O)=[CH:5][CH:4]=1.[OH:14][C:15]([C:35]1[S:36][CH:37]=[CH:38][CH:39]=1)([C:30]1[S:31][CH:32]=[CH:33][CH:34]=1)[C:16]([O:18][C@H:19]1[CH2:24][CH2:23][C@H:22]([N:25]([CH2:27][CH2:28][NH2:29])[CH3:26])[CH2:21][CH2:20]1)=[O:17].CN(C(ON1N=NC2C=CC=CC1=2)=[N+](C)C)C.F[P-](F)(F)(F)(F)F.CCN(C(C)C)C(C)C. The catalyst is CN(C=O)C. The product is [OH:14][C:15]([C:30]1[S:31][CH:32]=[CH:33][CH:34]=1)([C:35]1[S:36][CH:37]=[CH:38][CH:39]=1)[C:16]([O:18][C@H:19]1[CH2:20][CH2:21][C@H:22]([N:25]([CH2:27][CH2:28][NH:29][C:9](=[O:11])[CH2:8][O:7][C:6]2[CH:5]=[CH:4][C:3]([CH2:2][OH:1])=[CH:13][CH:12]=2)[CH3:26])[CH2:23][CH2:24]1)=[O:17]. The yield is 0.470. (3) The reactants are [CH3:1][C:2]1([CH3:33])[O:7][C:6](=[O:8])[CH:5]([CH2:9][CH2:10][CH2:11][S:12][C:13]([C:26]2[CH:31]=[CH:30][CH:29]=[CH:28][CH:27]=2)([C:20]2[CH:25]=[CH:24][CH:23]=[CH:22][CH:21]=2)[C:14]2[CH:19]=[CH:18][CH:17]=[CH:16][CH:15]=2)[C:4](=[O:32])[O:3]1.[CH3:34][O:35][C:36](=[O:40])[CH2:37][CH2:38]Br.C[O-].[Na+]. The catalyst is CO.CCCCCC.C(OC(=O)C)C. The product is [CH3:34][O:35][C:36](=[O:40])[CH2:37][CH2:38][C:5]1([CH2:9][CH2:10][CH2:11][S:12][C:13]([C:26]2[CH:27]=[CH:28][CH:29]=[CH:30][CH:31]=2)([C:14]2[CH:19]=[CH:18][CH:17]=[CH:16][CH:15]=2)[C:20]2[CH:21]=[CH:22][CH:23]=[CH:24][CH:25]=2)[C:6](=[O:8])[O:7][C:2]([CH3:33])([CH3:1])[O:3][C:4]1=[O:32]. The yield is 0.770. (4) The reactants are [OH:1][CH2:2][CH:3]1[CH2:8][C:7](=[O:9])[CH2:6][CH2:5][O:4]1.N1C=CC=CC=1.[N+:16]([C:19]1[CH:24]=[CH:23][C:22]([S:25](Cl)(=[O:27])=[O:26])=[CH:21][CH:20]=1)([O-:18])=[O:17]. The catalyst is C(Cl)(Cl)Cl. The yield is 0.650. The product is [O:9]=[C:7]1[CH2:6][CH2:5][O:4][CH:3]([CH2:2][O:1][S:25]([C:22]2[CH:21]=[CH:20][C:19]([N+:16]([O-:18])=[O:17])=[CH:24][CH:23]=2)(=[O:26])=[O:27])[CH2:8]1. (5) The reactants are [Cl:1][C:2]1[O:12][C:5]2=[C:6]([NH2:11])[N:7]=[CH:8][C:9](I)=[C:4]2[C:3]=1[CH3:13].CC1(C)C(C)(C)OB([C:22]2[CH:23]=[N:24][N:25]([CH:27]3[CH2:32][CH2:31][N:30]([C:33]([O:35][C:36]([CH3:39])([CH3:38])[CH3:37])=[O:34])[CH2:29][CH2:28]3)[CH:26]=2)O1.C([O-])([O-])=O.[Cs+].[Cs+].C1(P(C2CCCCC2)C2C=CC=CC=2C2C(C(C)C)=CC(C(C)C)=CC=2C(C)C)CCCCC1. The catalyst is COCCOC.O.C1C=CC(P(C2C=CC=CC=2)[C-]2C=CC=C2)=CC=1.C1C=CC(P(C2C=CC=CC=2)[C-]2C=CC=C2)=CC=1.Cl[Pd]Cl.[Fe+2]. The product is [NH2:11][C:6]1[N:7]=[CH:8][C:9]([C:22]2[CH:23]=[N:24][N:25]([CH:27]3[CH2:28][CH2:29][N:30]([C:33]([O:35][C:36]([CH3:39])([CH3:38])[CH3:37])=[O:34])[CH2:31][CH2:32]3)[CH:26]=2)=[C:4]2[C:3]([CH3:13])=[C:2]([Cl:1])[O:12][C:5]=12. The yield is 0.620. (6) The reactants are [OH-].[Li+].[F:3][C:4]([F:32])([F:31])[C:5]1[N:6]=[CH:7][N:8]([C:10]2[CH:30]=[CH:29][C:13]([O:14][CH:15]([C:19]3[CH:28]=[CH:27][C:22]([C:23]([O:25]C)=[O:24])=[CH:21][CH:20]=3)[CH2:16][CH2:17][CH3:18])=[CH:12][CH:11]=2)[CH:9]=1.Cl. The catalyst is O1CCCC1. The product is [F:32][C:4]([F:3])([F:31])[C:5]1[N:6]=[CH:7][N:8]([C:10]2[CH:11]=[CH:12][C:13]([O:14][CH:15]([C:19]3[CH:28]=[CH:27][C:22]([C:23]([OH:25])=[O:24])=[CH:21][CH:20]=3)[CH2:16][CH2:17][CH3:18])=[CH:29][CH:30]=2)[CH:9]=1. The yield is 0.870. (7) The reactants are Br[C:2]1[CH:7]=[CH:6][C:5]([C@@H:8]([NH:10][S@@:11]([C:13]([CH3:16])([CH3:15])[CH3:14])=[O:12])[CH3:9])=[C:4]([F:17])[CH:3]=1.C([Sn](CCCC)(CCCC)[C:23]([O:25][CH2:26][CH3:27])=[CH2:24])CCC.C(N(CC)CC)C.C(Cl)Cl. The catalyst is C1C=CC(P(C2C=CC=CC=2)[C-]2C=CC=C2)=CC=1.C1C=CC(P(C2C=CC=CC=2)[C-]2C=CC=C2)=CC=1.Cl[Pd]Cl.[Fe+2].CO.C(Cl)Cl.C1(C)C=CC=CC=1. The product is [NH4+:10].[OH-:12].[CH2:26]([O:25][C:23]([C:2]1[CH:7]=[CH:6][C:5]([C@@H:8]([NH:10][S@@:11]([C:13]([CH3:16])([CH3:15])[CH3:14])=[O:12])[CH3:9])=[C:4]([F:17])[CH:3]=1)=[CH2:24])[CH3:27]. The yield is 0.0100. (8) The reactants are [C:1]([C:3]1[C:4]([N:9]([CH3:14])[S:10]([CH3:13])(=[O:12])=[O:11])=[N:5][CH:6]=[CH:7][CH:8]=1)#[N:2].[CH3:15][C:16]([O:19][C:20](O[C:20]([O:19][C:16]([CH3:18])([CH3:17])[CH3:15])=[O:21])=[O:21])([CH3:18])[CH3:17].[BH4-].[Na+].NCCNCCN. The catalyst is CO.C(Cl)(Cl)Cl.CO. The product is [CH3:14][N:9]([C:4]1[C:3]([CH2:1][NH:2][C:20](=[O:21])[O:19][C:16]([CH3:18])([CH3:17])[CH3:15])=[CH:8][CH:7]=[CH:6][N:5]=1)[S:10]([CH3:13])(=[O:12])=[O:11]. The yield is 0.800. (9) The reactants are [CH2:1]([O:5][C:6]1[CH:13]=[C:12]([F:14])[C:9]([CH2:10][OH:11])=[C:8]([Cl:15])[CH:7]=1)[CH2:2][CH2:3][CH3:4].[C:16]([O:20][C:21]([N:23]1[CH2:28][CH2:27][N:26]([C:29](Cl)=[O:30])[C@H:25]([CH2:32][CH3:33])[CH2:24]1)=[O:22])([CH3:19])([CH3:18])[CH3:17]. No catalyst specified. The product is [CH2:1]([O:5][C:6]1[CH:13]=[C:12]([F:14])[C:9]([CH2:10][O:11][C:29]([N:26]2[CH2:27][CH2:28][N:23]([C:21]([O:20][C:16]([CH3:18])([CH3:17])[CH3:19])=[O:22])[CH2:24][C@H:25]2[CH2:32][CH3:33])=[O:30])=[C:8]([Cl:15])[CH:7]=1)[CH2:2][CH2:3][CH3:4]. The yield is 0.900. (10) The reactants are [NH2:1][C:2]1[C:11]2[C:6](=[C:7](Br)[CH:8]=[CH:9][CH:10]=2)[N:5]=[N:4][C:3]=1[C:13]([NH:15][CH2:16][CH2:17][CH3:18])=[O:14].[Cl:19][C:20]1[CH:21]=[C:22](B(O)O)[CH:23]=[N:24][C:25]=1[O:26][CH3:27]. No catalyst specified. The product is [NH2:1][C:2]1[C:11]2[C:6](=[C:7]([C:22]3[CH:23]=[N:24][C:25]([O:26][CH3:27])=[C:20]([Cl:19])[CH:21]=3)[CH:8]=[CH:9][CH:10]=2)[N:5]=[N:4][C:3]=1[C:13]([NH:15][CH2:16][CH2:17][CH3:18])=[O:14]. The yield is 0.420.